This data is from Forward reaction prediction with 1.9M reactions from USPTO patents (1976-2016). The task is: Predict the product of the given reaction. (1) Given the reactants [CH3:1][O:2][C:3]1[CH:4]=[C:5]([C:13]2[C:14]([N+:23]([O-])=O)=[C:15]([S:19]([NH2:22])(=[O:21])=[O:20])[CH:16]=[CH:17][CH:18]=2)[CH:6]=[C:7]([O:11][CH3:12])[C:8]=1[O:9][CH3:10].C(O)(=O)C, predict the reaction product. The product is: [CH3:12][O:11][C:7]1[CH:6]=[C:5]([C:13]2[C:14]([NH2:23])=[C:15]([S:19]([NH2:22])(=[O:20])=[O:21])[CH:16]=[CH:17][CH:18]=2)[CH:4]=[C:3]([O:2][CH3:1])[C:8]=1[O:9][CH3:10]. (2) Given the reactants Cl.O1CCOCC1.[C:8]([C:10]1([C:23]2[N:27](S(=O)(=O)N(C)C)[C:26]3[CH:34]=[CH:35][CH:36]=[CH:37][C:25]=3[N:24]=2)[CH2:15][CH2:14][N:13](C(OC(C)(C)C)=O)[CH2:12][CH2:11]1)#[N:9], predict the reaction product. The product is: [NH:24]1[C:25]2[CH:37]=[CH:36][CH:35]=[CH:34][C:26]=2[N:27]=[C:23]1[C:10]1([C:8]#[N:9])[CH2:11][CH2:12][NH:13][CH2:14][CH2:15]1. (3) Given the reactants [CH2:1]([O:8][C:9]1[C:14]([CH2:15][N:16]2[CH2:25][CH2:24][C:23]3[C:18](=[C:19]([Cl:28])[C:20](Br)=[CH:21][C:22]=3[Cl:26])[C:17]2=[O:29])=[C:13]([O:30][CH:31]([F:33])[F:32])[CH:12]=[C:11]([CH3:34])[N:10]=1)[C:2]1[CH:7]=[CH:6][CH:5]=[CH:4][CH:3]=1.[Si]([O:42][C:43]([O:45][CH3:46])=[CH2:44])(C(C)(C)C)(C)C.[F-].[Li+], predict the reaction product. The product is: [CH2:1]([O:8][C:9]1[C:14]([CH2:15][N:16]2[CH2:25][CH2:24][C:23]3[C:18](=[C:19]([Cl:28])[C:20]([CH2:44][C:43]([O:45][CH3:46])=[O:42])=[CH:21][C:22]=3[Cl:26])[C:17]2=[O:29])=[C:13]([O:30][CH:31]([F:33])[F:32])[CH:12]=[C:11]([CH3:34])[N:10]=1)[C:2]1[CH:7]=[CH:6][CH:5]=[CH:4][CH:3]=1. (4) Given the reactants [CH2:1]([C:3]1[CH:8]=[C:7]([CH3:9])[CH:6]=[C:5]([CH2:10][CH3:11])[C:4]=1[C:12]1[C:13](=[O:31])[N:14]([CH3:30])[N:15]=[C:16]([CH2:28][OH:29])[C:17]=1[S:18]([C:21]1[CH:26]=[CH:25][C:24]([CH3:27])=[CH:23][CH:22]=1)(=[O:20])=[O:19])[CH3:2].C(N(C(C)C)CC)(C)C.[CH3:41][O:42][CH2:43]Cl.C(=O)([O-])O.[Na+], predict the reaction product. The product is: [CH2:1]([C:3]1[CH:8]=[C:7]([CH3:9])[CH:6]=[C:5]([CH2:10][CH3:11])[C:4]=1[C:12]1[C:13](=[O:31])[N:14]([CH3:30])[N:15]=[C:16]([CH2:28][O:29][CH2:41][O:42][CH3:43])[C:17]=1[S:18]([C:21]1[CH:22]=[CH:23][C:24]([CH3:27])=[CH:25][CH:26]=1)(=[O:20])=[O:19])[CH3:2]. (5) Given the reactants [F:1][C:2]1[CH:7]=[CH:6][C:5]([CH:8]([O:46][Si:47]([CH3:50])([CH3:49])[CH3:48])[CH2:9][CH2:10][CH:11](C(NC2C=CC(F)=CC=2)C2C=CC(O[Si](C)(C)C)=CC=2)[C:12]([N:14]2[CH:18]([C:19]3[CH:24]=[CH:23][CH:22]=[CH:21][CH:20]=3)COC2=O)=[O:13])=[CH:4][CH:3]=1, predict the reaction product. The product is: [F:1][C:2]1[CH:7]=[CH:6][C:5]([N:14]2[CH:18]([C:19]3[CH:20]=[CH:21][C:22]([O:46][Si:47]([CH3:50])([CH3:49])[CH3:48])=[CH:23][CH:24]=3)[CH:11]([CH2:10][CH2:9][CH:8]([C:5]3[CH:6]=[CH:7][C:2]([F:1])=[CH:3][CH:4]=3)[O:46][Si:47]([CH3:50])([CH3:49])[CH3:48])[C:12]2=[O:13])=[CH:4][CH:3]=1. (6) Given the reactants [CH3:1][O:2][C:3]([C:5]1[CH:10]=[N:9][C:8](Cl)=[CH:7][N:6]=1)=[O:4].[C:12]([N:19]1[CH2:24][CH2:23][NH:22][CH2:21][CH2:20]1)([O:14][C:15]([CH3:18])([CH3:17])[CH3:16])=[O:13].C([O-])([O-])=O.[K+].[K+], predict the reaction product. The product is: [CH3:1][O:2][C:3]([C:5]1[N:6]=[CH:7][C:8]([N:22]2[CH2:21][CH2:20][N:19]([C:12]([O:14][C:15]([CH3:18])([CH3:17])[CH3:16])=[O:13])[CH2:24][CH2:23]2)=[N:9][CH:10]=1)=[O:4]. (7) Given the reactants [Cl:1]N1C(=O)CCC1=O.[CH2:9]([O:16][C:17]1[CH:18]=[CH:19][C:20]([CH3:26])=[C:21](/[CH:23]=[N:24]/[OH:25])[CH:22]=1)[C:10]1[CH:15]=[CH:14][CH:13]=[CH:12][CH:11]=1.O, predict the reaction product. The product is: [CH2:9]([O:16][C:17]1[CH:18]=[CH:19][C:20]([CH3:26])=[C:21]([C:23]([Cl:1])=[N:24][OH:25])[CH:22]=1)[C:10]1[CH:15]=[CH:14][CH:13]=[CH:12][CH:11]=1.